The task is: Binary classification across 12 toxicity assays.. This data is from Tox21: 12 toxicity assays (nuclear receptors and stress response pathways). (1) The compound is O=C1NC2CCCCN2C12CCN(CCCN1c3ccccc3CCc3ccc(Cl)cc31)CC2. It tested positive (active) for: NR-AhR (Aryl hydrocarbon Receptor agonist activity). (2) The compound is CCCCCCCCn1cc[n+](C)c1.O=S(=O)([N-]S(=O)(=O)C(F)(F)F)C(F)(F)F. It tested positive (active) for: NR-Aromatase (Aromatase enzyme inhibition), and SR-ARE (Antioxidant Response Element (oxidative stress)).